From a dataset of Full USPTO retrosynthesis dataset with 1.9M reactions from patents (1976-2016). Predict the reactants needed to synthesize the given product. (1) Given the product [Cl:37][C:22]1[C:23]([NH:25][C:26]2[CH:31]=[CH:30][CH:29]=[CH:28][C:27]=2[S:32]([NH:35][CH3:36])(=[O:34])=[O:33])=[N:24][C:19]([NH:17][C:11]2[CH:12]=[C:13]3[C:8](=[CH:9][CH:10]=2)[CH:7]2[CH2:16][CH:14]3[CH2:15][N:5]([S:2]([CH3:1])(=[O:4])=[O:3])[CH2:6]2)=[N:20][CH:21]=1, predict the reactants needed to synthesize it. The reactants are: [CH3:1][S:2]([N:5]1[CH2:15][CH:14]2[CH2:16][CH:7]([C:8]3[CH:9]=[CH:10][C:11]([NH2:17])=[CH:12][C:13]=32)[CH2:6]1)(=[O:4])=[O:3].Cl[C:19]1[N:24]=[C:23]([NH:25][C:26]2[CH:31]=[CH:30][CH:29]=[CH:28][C:27]=2[S:32]([NH:35][CH3:36])(=[O:34])=[O:33])[C:22]([Cl:37])=[CH:21][N:20]=1.C(O)(C)C.C(=O)(O)[O-].[Na+]. (2) Given the product [O:29]=[C:24]1[NH:25][C:26]2[C:21](=[CH:20][C:19]([C:16]3[CH:17]=[CH:18][C:13]([C:12]([F:31])([F:30])[F:11])=[CH:14][CH:15]=3)=[CH:28][CH:27]=2)[N:22]([CH:1]=[O:3])[CH2:23]1, predict the reactants needed to synthesize it. The reactants are: [CH:1]([OH:3])=O.C(OC(=O)C)(=O)C.[F:11][C:12]([F:31])([F:30])[C:13]1[CH:18]=[CH:17][C:16]([C:19]2[CH:20]=[C:21]3[C:26](=[CH:27][CH:28]=2)[NH:25][C:24](=[O:29])[CH2:23][NH:22]3)=[CH:15][CH:14]=1. (3) Given the product [CH3:17][C:18]1[CH:23]=[C:22]([C:24]([NH:16][CH:13]2[CH2:12][CH2:11][N:10]([C:4]3[N:3]=[CH:2][NH:1][C:6]4=[N:7][CH:8]=[CH:9][C:5]=34)[CH2:15][CH2:14]2)=[O:25])[CH:21]=[CH:20][N:19]=1, predict the reactants needed to synthesize it. The reactants are: [N:1]1[C:6]2[NH:7][CH:8]=[CH:9][C:5]=2[C:4]([N:10]2[CH2:15][CH2:14][CH:13]([NH2:16])[CH2:12][CH2:11]2)=[N:3][CH:2]=1.[CH3:17][C:18]1[CH:23]=[C:22]([C:24](O)=[O:25])[CH:21]=[CH:20][N:19]=1.CN(C(ON1N=NC2C=CC=NC1=2)=[N+](C)C)C.F[P-](F)(F)(F)(F)F.C1C=NC2N(O)N=NC=2C=1.CCN(C(C)C)C(C)C. (4) Given the product [F:1][C:2]1[CH:9]=[CH:8][C:7]([O:10][CH3:11])=[CH:6][C:3]=1[CH:4]=[CH:31][C:32]([O:34][CH2:35][CH3:36])=[O:33], predict the reactants needed to synthesize it. The reactants are: [F:1][C:2]1[CH:9]=[CH:8][C:7]([O:10][CH3:11])=[CH:6][C:3]=1[CH:4]=O.C1(P(=[CH:31][C:32]([O:34][CH2:35][CH3:36])=[O:33])(C2C=CC=CC=2)C2C=CC=CC=2)C=CC=CC=1.